This data is from Catalyst prediction with 721,799 reactions and 888 catalyst types from USPTO. The task is: Predict which catalyst facilitates the given reaction. Reactant: [F:1][C:2]1[CH:7]=[CH:6][C:5]([C:8](=[C:16]2[CH2:21][C:20]([CH3:23])([CH3:22])[CH2:19][C:18]([CH3:25])([CH3:24])[CH2:17]2)[C:9]2[CH:14]=[CH:13][C:12]([OH:15])=[CH:11][CH:10]=2)=[CH:4][CH:3]=1.C([O-])([O-])=O.[K+].[K+].[CH2:32]([O:34][C:35](=[O:38])[CH2:36]Br)[CH3:33]. Product: [F:1][C:2]1[CH:3]=[CH:4][C:5]([C:8](=[C:16]2[CH2:17][C:18]([CH3:25])([CH3:24])[CH2:19][C:20]([CH3:23])([CH3:22])[CH2:21]2)[C:9]2[CH:14]=[CH:13][C:12]([O:15][CH2:36][C:35]([O:34][CH2:32][CH3:33])=[O:38])=[CH:11][CH:10]=2)=[CH:6][CH:7]=1. The catalyst class is: 21.